From a dataset of Forward reaction prediction with 1.9M reactions from USPTO patents (1976-2016). Predict the product of the given reaction. (1) The product is: [Br:13][C:11]1[CH:10]=[N:9][C:8]2[NH:14][C:3](=[O:2])[C:4]([CH3:16])([CH3:15])[CH2:5][O:6][C:7]=2[CH:12]=1. Given the reactants C[O:2][C:3](=O)[C:4]([CH3:16])([CH3:15])[CH2:5][O:6][C:7]1[C:8]([NH2:14])=[N:9][CH:10]=[C:11]([Br:13])[CH:12]=1.[H-].[Na+], predict the reaction product. (2) Given the reactants Cl[CH2:2][CH2:3][O:4][C:5]1[CH:14]=[C:13]2[C:8]([C:9]([O:15][C:16]3[C:17]([CH3:26])=[N:18][C:19]4[C:24]([CH:25]=3)=[CH:23][CH:22]=[CH:21][N:20]=4)=[CH:10][CH:11]=[N:12]2)=[CH:7][C:6]=1[O:27][CH3:28].C(=O)([O-])[O-].[K+].[K+].[OH:35][CH:36]1[CH2:41][CH2:40][NH:39][CH2:38][CH2:37]1, predict the reaction product. The product is: [CH3:28][O:27][C:6]1[CH:7]=[C:8]2[C:13](=[CH:14][C:5]=1[O:4][CH2:3][CH2:2][N:39]1[CH2:40][CH2:41][CH:36]([OH:35])[CH2:37][CH2:38]1)[N:12]=[CH:11][CH:10]=[C:9]2[O:15][C:16]1[C:17]([CH3:26])=[N:18][C:19]2[C:24]([CH:25]=1)=[CH:23][CH:22]=[CH:21][N:20]=2. (3) Given the reactants O=[C:2]1[CH2:7][CH2:6][N:5]([C:8]([O:10][C:11]([CH3:14])([CH3:13])[CH3:12])=[O:9])[CH2:4][CH2:3]1.[C:15]([O:19][C:20]([CH3:23])([CH3:22])[CH3:21])(=[O:18])[NH:16][NH2:17], predict the reaction product. The product is: [C:20]([O:19][C:15]([NH:16][N:17]=[C:2]1[CH2:7][CH2:6][N:5]([C:8]([O:10][C:11]([CH3:14])([CH3:13])[CH3:12])=[O:9])[CH2:4][CH2:3]1)=[O:18])([CH3:23])([CH3:22])[CH3:21]. (4) Given the reactants [F:1][C:2]([F:34])([F:33])[C:3]1[CH:4]=[C:5]([C@H:13]2[O:17][C:16](=[O:18])[N:15]([CH2:19][C:20]3[CH:27]=[C:26]([C:28]([F:31])([F:30])[F:29])[CH:25]=[CH:24]C=3C=O)[C@H]2C)[CH:6]=[C:7]([C:9]([F:12])([F:11])[F:10])[CH:8]=1.[NH:35]([CH2:38][CH3:39])[CH2:36][CH3:37].[BH-](OC(C)=O)(OC(C)=O)O[C:42]([CH3:44])=O.[Na+].Cl[CH:55](Cl)[CH3:56], predict the reaction product. The product is: [F:1][C:2]([F:33])([F:34])[C:3]1[CH:4]=[C:5]([C@H:13]2[O:17][C:16](=[O:18])[N:15]([CH2:19][C:20]3[CH:27]=[C:26]([C:28]([F:31])([F:30])[F:29])[CH:25]=[CH:24][C:37]=3[CH2:36][N:35]([CH2:42][CH3:44])[CH2:38][CH3:39])[C@H:55]2[CH3:56])[CH:6]=[C:7]([C:9]([F:10])([F:11])[F:12])[CH:8]=1. (5) Given the reactants C(OC([N:8]1[CH2:13][CH2:12][CH2:11][C@@H:10]([C:14](=[O:37])[NH:15][C:16]2[CH:21]=[C:20]([C:22]3[CH:23]=[N:24][CH:25]=[C:26]([NH:28][CH2:29][CH:30]4[CH2:35][CH2:34][O:33][CH2:32][CH2:31]4)[CH:27]=3)[C:19]([Cl:36])=[CH:18][N:17]=2)[CH2:9]1)=O)(C)(C)C.Cl, predict the reaction product. The product is: [Cl:36][C:19]1[C:20]([C:22]2[CH:23]=[N:24][CH:25]=[C:26]([NH:28][CH2:29][CH:30]3[CH2:35][CH2:34][O:33][CH2:32][CH2:31]3)[CH:27]=2)=[CH:21][C:16]([NH:15][C:14]([C@@H:10]2[CH2:11][CH2:12][CH2:13][NH:8][CH2:9]2)=[O:37])=[N:17][CH:18]=1. (6) Given the reactants C(O[C:6]([C:8]1[C:9]([OH:18])=[C:10]2[CH:16]=[C:15]([Br:17])[S:14][C:11]2=[CH:12][N:13]=1)=[O:7])CCC.[NH2:19][CH2:20][C:21]([OH:23])=[O:22], predict the reaction product. The product is: [Br:17][C:15]1[S:14][C:11]2=[CH:12][N:13]=[C:8]([C:6]([NH:19][CH2:20][C:21]([OH:23])=[O:22])=[O:7])[C:9]([OH:18])=[C:10]2[CH:16]=1. (7) The product is: [C@@H:23]1([O:22][C:11]2[C:10]([CH2:9][C:6]3[CH:7]=[CH:8][C:3]([O:2][CH3:1])=[CH:4][CH:5]=3)=[C:14]([CH3:15])[N:13]([C:16]3[CH:21]=[CH:20][CH:19]=[CH:18][CH:17]=3)[N:12]=2)[O:40][C@H:39]([CH2:41][OH:42])[C@@H:34]([OH:35])[C@H:29]([OH:30])[C@H:24]1[OH:25]. Given the reactants [CH3:1][O:2][C:3]1[CH:8]=[CH:7][C:6]([CH2:9][C:10]2[C:11]([O:22][C@@H:23]3[O:40][C@H:39]([CH2:41][O:42]C(=O)C)[C@@H:34]([O:35]C(=O)C)[C@H:29]([O:30]C(=O)C)[C@H:24]3[O:25]C(=O)C)=[N:12][N:13]([C:16]3[CH:21]=[CH:20][CH:19]=[CH:18][CH:17]=3)[C:14]=2[CH3:15])=[CH:5][CH:4]=1.C[O-].[Na+], predict the reaction product. (8) The product is: [ClH:33].[ClH:33].[CH3:1][N:2]([CH2:4][C:5]1[C:13]2[O:12][N:11]=[C:10]([CH2:14][CH2:15][CH:16]3[CH2:17][CH2:18][N:19]([C:22]4[CH:27]=[CH:26][CH:25]=[CH:24][N:23]=4)[CH2:20][CH2:21]3)[C:9]=2[CH:8]=[CH:7][C:6]=1[O:28][CH2:29][CH:30]1[CH2:31][CH2:32]1)[CH3:3]. Given the reactants [CH3:1][N:2]([CH2:4][C:5]1[C:13]2[O:12][N:11]=[C:10]([CH2:14][CH2:15][CH:16]3[CH2:21][CH2:20][N:19]([C:22]4[CH:27]=[CH:26][CH:25]=[CH:24][N:23]=4)[CH2:18][CH2:17]3)[C:9]=2[CH:8]=[CH:7][C:6]=1[O:28][CH2:29][CH:30]1[CH2:32][CH2:31]1)[CH3:3].[ClH:33], predict the reaction product. (9) Given the reactants C(N(S(F)(F)[F:7])CC)C.C(=O)=O.CC(C)=O.O[C:18]1([C:31]2[CH:36]=[CH:35][CH:34]=[CH:33][CH:32]=2)[CH2:23][CH2:22][N:21]([C:24]([O:26][C:27]([CH3:30])([CH3:29])[CH3:28])=[O:25])[CH2:20][CH2:19]1.ClC1C=C(C=CC=1)C(OO)=O, predict the reaction product. The product is: [F:7][C:18]1([C:31]2[CH:36]=[CH:35][CH:34]=[CH:33][CH:32]=2)[CH2:23][CH2:22][N:21]([C:24]([O:26][C:27]([CH3:30])([CH3:29])[CH3:28])=[O:25])[CH2:20][CH2:19]1.